Dataset: Reaction yield outcomes from USPTO patents with 853,638 reactions. Task: Predict the reaction yield, written as a fraction of the theoretical maximum amount of product (1.0 means a 100% yield; for example, 0.34 means a 34% yield). (1) The reactants are [CH2:1]([NH2:4])[CH2:2][NH2:3].C[Al](C)C.[F:9][C:10]([CH3:41])([CH3:40])[CH2:11][CH2:12][CH:13]1[C:17](=O)[O:16][CH:15]([CH:19]([NH:27][C:28]([C:30]2[CH:39]=[N:38][C:37]3[C:32](=[CH:33][CH:34]=[CH:35][CH:36]=3)[N:31]=2)=[O:29])[CH2:20][C:21]2[CH:26]=[CH:25][CH:24]=[CH:23][CH:22]=2)[CH2:14]1. The catalyst is C1(C)C=CC=CC=1. The product is [CH2:20]([CH:19]([NH:27][C:28]([C:30]1[CH:39]=[N:38][C:37]2[C:32](=[CH:33][CH:34]=[CH:35][CH:36]=2)[N:31]=1)=[O:29])[CH:15]([OH:16])[CH2:14][CH:13]([C:17]1[NH:3][CH2:2][CH2:1][N:4]=1)[CH2:12][CH2:11][C:10]([F:9])([CH3:41])[CH3:40])[C:21]1[CH:22]=[CH:23][CH:24]=[CH:25][CH:26]=1. The yield is 0.170. (2) The reactants are [NH:1]1[CH2:5][CH2:4][CH2:3][CH2:2]1.N(CC(O)=O)C.P([O-])([O-])([O-])=O.[K+].[K+].[K+].[OH:20][C:21]1[C@H:30]2[C@H:25]([C@H:26]3[CH2:31][C@@H:29]2[CH2:28][CH2:27]3)[N:24]([CH2:32][CH2:33][CH:34]([CH3:36])[CH3:35])[C:23](=[O:37])[C:22]=1[C:38]1[NH:43][C:42]2[CH:44]=[CH:45][C:46](I)=[CH:47][C:41]=2[S:40](=[O:50])(=[O:49])[N:39]=1. The catalyst is CN(C)C=O.[Cu]I. The product is [O:50]=[S:40]1(=[O:49])[C:41]2[CH:47]=[C:46]([N:1]3[CH2:5][CH2:4][CH2:3][CH2:2]3)[CH:45]=[CH:44][C:42]=2[NH:43][C:38]([C:22]2[C:23](=[O:37])[N:24]([CH2:32][CH2:33][CH:34]([CH3:35])[CH3:36])[C@@H:25]3[C@H:30]([C:21]=2[OH:20])[C@@H:29]2[CH2:31][C@H:26]3[CH2:27][CH2:28]2)=[N:39]1. The yield is 0.409. (3) The reactants are [NH2:1][C:2]1[CH:7]=[C:6]([C:8]2[C:9]([C:20]3[CH:25]=[CH:24][CH:23]=[CH:22][CH:21]=3)=[N:10][N:11]([C:13]3[CH2:18][CH2:17][C:16](=[O:19])[NH:15][N:14]=3)[CH:12]=2)[CH:5]=[CH:4][N:3]=1.[CH:26]1([C:29](Cl)=[O:30])[CH2:28][CH2:27]1. No catalyst specified. The product is [CH:26]1([C:29]([NH:1][C:2]2[CH:7]=[C:6]([C:8]3[C:9]([C:20]4[CH:21]=[CH:22][CH:23]=[CH:24][CH:25]=4)=[N:10][N:11]([C:13]4[CH2:18][CH2:17][C:16](=[O:19])[NH:15][N:14]=4)[CH:12]=3)[CH:5]=[CH:4][N:3]=2)=[O:30])[CH2:28][CH2:27]1. The yield is 0.820. (4) The reactants are [CH3:1][O:2][C:3]([C@H:5]1[CH2:9][O:8]C(C)(C)[O:6]1)=[O:4].Cl.O1CCOCC1.N1C=CN=C1.[C:24]([Si:28](Cl)([CH3:30])[CH3:29])([CH3:27])([CH3:26])[CH3:25]. The catalyst is CO.C(OCC)(=O)C. The product is [CH3:1][O:2][C:3](=[O:4])[C@H:5]([OH:6])[CH2:9][O:8][Si:28]([C:24]([CH3:27])([CH3:26])[CH3:25])([CH3:30])[CH3:29]. The yield is 0.630. (5) The reactants are [Br:1][CH2:2][CH2:3]Br.C(=O)([O-])[O-].[K+].[K+].[OH:11][C:12]1[CH:25]=[CH:24][C:15]([C:16]([C:18]2[CH:23]=[CH:22][CH:21]=[CH:20][CH:19]=2)=[O:17])=[CH:14][CH:13]=1. The catalyst is CC(C)=O. The product is [Br:1][CH2:2][CH2:3][O:11][C:12]1[CH:13]=[CH:14][C:15]([C:16]([C:18]2[CH:23]=[CH:22][CH:21]=[CH:20][CH:19]=2)=[O:17])=[CH:24][CH:25]=1. The yield is 0.600. (6) The reactants are C([O:3][C:4]([C:6]1[CH:11]=[CH:10][C:9]([C:12]2[CH:17]=[CH:16][C:15]([OH:18])=[CH:14][CH:13]=2)=[CH:8][CH:7]=1)=[O:5])C.Cl[CH2:20][CH2:21][CH:22]=[C:23]([CH:27]1[CH2:29][CH2:28]1)[CH:24]1[CH2:26][CH2:25]1. No catalyst specified. The product is [CH:24]1([C:23]([CH:27]2[CH2:29][CH2:28]2)=[CH:22][CH2:21][CH2:20][O:18][C:15]2[CH:14]=[CH:13][C:12]([C:9]3[CH:8]=[CH:7][C:6]([C:4]([OH:3])=[O:5])=[CH:11][CH:10]=3)=[CH:17][CH:16]=2)[CH2:26][CH2:25]1. The yield is 0.440.